From a dataset of Catalyst prediction with 721,799 reactions and 888 catalyst types from USPTO. Predict which catalyst facilitates the given reaction. (1) Reactant: Br[C:2]1[CH:10]=[CH:9][C:8]([C:11]#[N:12])=[C:7]2[C:3]=1[CH:4]=[CH:5][N:6]2[S:13]([C:16]1[CH:21]=[CH:20][C:19]([CH3:22])=[CH:18][CH:17]=1)(=[O:15])=[O:14].Br[Zn][CH2:25][CH2:26][C:27]([O:29][CH2:30][CH3:31])=[O:28].[OH-].[Na+]. Product: [C:11]([C:8]1[CH:9]=[CH:10][C:2]([CH2:25][CH2:26][C:27]([O:29][CH2:30][CH3:31])=[O:28])=[C:3]2[C:7]=1[N:6]([S:13]([C:16]1[CH:17]=[CH:18][C:19]([CH3:22])=[CH:20][CH:21]=1)(=[O:14])=[O:15])[CH:5]=[CH:4]2)#[N:12]. The catalyst class is: 176. (2) Reactant: [NH2:1][C:2]1[N:6]([C:7]2[CH:12]=[C:11]([C:13](=[O:18])[NH:14][CH:15]3[CH2:17][CH2:16]3)[CH:10]=[CH:9][C:8]=2[CH3:19])[N:5]=[CH:4][C:3]=1[C:20]([OH:22])=O.[CH3:23][CH:24]1[CH2:29][CH2:28][CH2:27][CH2:26][CH:25]1[NH2:30].CCN=C=NCCCN(C)C.C1C=CC2N(O)N=NC=2C=1. Product: [CH3:23][CH:24]1[CH2:29][CH2:28][CH2:27][CH2:26][CH:25]1[NH:30][C:20]([C:3]1[CH:4]=[N:5][N:6]([C:7]2[CH:12]=[C:11]([C:13](=[O:18])[NH:14][CH:15]3[CH2:17][CH2:16]3)[CH:10]=[CH:9][C:8]=2[CH3:19])[C:2]=1[NH2:1])=[O:22]. The catalyst class is: 18. (3) Reactant: Br[C:2]1[C:3]([O:14][CH2:15][CH3:16])=[N:4][C:5]([CH2:12][CH3:13])=[C:6]([S:8]([CH3:11])(=[O:10])=[O:9])[CH:7]=1.[B:17]1([B:17]2[O:21][C:20]([CH3:23])([CH3:22])[C:19]([CH3:25])([CH3:24])[O:18]2)[O:21][C:20]([CH3:23])([CH3:22])[C:19]([CH3:25])([CH3:24])[O:18]1.CC([O-])=O.[K+].O. Product: [CH2:15]([O:14][C:3]1[C:2]([B:17]2[O:21][C:20]([CH3:23])([CH3:22])[C:19]([CH3:25])([CH3:24])[O:18]2)=[CH:7][C:6]([S:8]([CH3:11])(=[O:10])=[O:9])=[C:5]([CH2:12][CH3:13])[N:4]=1)[CH3:16]. The catalyst class is: 418. (4) Reactant: [C:1]([OH:14])(=[O:13])[C@@:2]1([CH2:12][CH2:11][C@H:7]([C:8]([OH:10])=[O:9])[C:4]1([CH3:6])[CH3:5])[CH3:3].C(O)C.[CH3:18][N:19]1[CH2:24][CH2:23][CH2:22][CH2:21][CH:20]1[CH2:25][CH2:26][C:27]1[CH:32]=[CH:31][CH:30]=[CH:29][C:28]=1[NH2:33]. Product: [C:1]([OH:14])(=[O:13])[C@@:2]1([CH2:12][CH2:11][C@H:7]([C:8]([OH:10])=[O:9])[C:4]1([CH3:6])[CH3:5])[CH3:3].[CH3:18][N:19]1[CH2:24][CH2:23][CH2:22][CH2:21][C@H:20]1[CH2:25][CH2:26][C:27]1[CH:32]=[CH:31][CH:30]=[CH:29][C:28]=1[NH2:33]. The catalyst class is: 41. (5) Reactant: [Cl:1][C:2]1[CH:7]=[CH:6][C:5]([Cl:8])=[CH:4][C:3]=1[C:9]1[N:10]=[C:11]2[N:15]([C:16]=1[CH:17]=[O:18])[CH:14]=[CH:13][O:12]2.CC(=CC)C.[OH:24]P([O-])(O)=O.[Na+].Cl([O-])=O.[Na+]. Product: [Cl:1][C:2]1[CH:7]=[CH:6][C:5]([Cl:8])=[CH:4][C:3]=1[C:9]1[N:10]=[C:11]2[N:15]([C:16]=1[C:17]([OH:24])=[O:18])[CH:14]=[CH:13][O:12]2. The catalyst class is: 371.